From a dataset of Peptide-MHC class I binding affinity with 185,985 pairs from IEDB/IMGT. Regression. Given a peptide amino acid sequence and an MHC pseudo amino acid sequence, predict their binding affinity value. This is MHC class I binding data. (1) The peptide sequence is MINYYNEMSR. The MHC is HLA-A68:01 with pseudo-sequence HLA-A68:01. The binding affinity (normalized) is 0.760. (2) The peptide sequence is LNTVATLY. The MHC is HLA-A02:01 with pseudo-sequence HLA-A02:01. The binding affinity (normalized) is 0.628. (3) The peptide sequence is VSYFRPLL. The MHC is H-2-Kb with pseudo-sequence H-2-Kb. The binding affinity (normalized) is 0.810. (4) The peptide sequence is GYCLTKWMI. The MHC is H-2-Ld with pseudo-sequence H-2-Ld. The binding affinity (normalized) is 0.215.